Dataset: Full USPTO retrosynthesis dataset with 1.9M reactions from patents (1976-2016). Task: Predict the reactants needed to synthesize the given product. The reactants are: [C:1]1([C:7]#[CH:8])[CH:6]=[CH:5][CH:4]=[CH:3][CH:2]=1.[Li]CCCC.[CH3:14][N:15]([C:25]1[CH:30]=[CH:29][C:28]([C:31](=[O:36])[C:32]([F:35])([F:34])[F:33])=[CH:27][CH:26]=1)[S:16]([C:19]1[CH:24]=[CH:23][CH:22]=[CH:21][CH:20]=1)(=[O:18])=[O:17]. Given the product [OH:36][C:31]([C:28]1[CH:27]=[CH:26][C:25]([N:15]([CH3:14])[S:16]([C:19]2[CH:20]=[CH:21][CH:22]=[CH:23][CH:24]=2)(=[O:18])=[O:17])=[CH:30][CH:29]=1)([C:32]([F:33])([F:34])[F:35])[C:8]#[C:7][C:1]1[CH:6]=[CH:5][CH:4]=[CH:3][CH:2]=1, predict the reactants needed to synthesize it.